Dataset: Full USPTO retrosynthesis dataset with 1.9M reactions from patents (1976-2016). Task: Predict the reactants needed to synthesize the given product. (1) Given the product [BrH:1].[Br:1][C:2]1[CH:7]=[CH:6][C:5]2[NH:8][C:11]([NH2:10])=[N:9][C:4]=2[CH:3]=1, predict the reactants needed to synthesize it. The reactants are: [Br:1][C:2]1[CH:7]=[CH:6][C:5]([NH2:8])=[C:4]([NH2:9])[CH:3]=1.[N:10]#[C:11]Br. (2) Given the product [Br:1][C:2]1[CH:7]=[C:6]([F:8])[CH:5]=[CH:4][C:3]=1[CH:9]1[N:10]=[C:11]([C:22]2[S:23][C:24]([O:27][CH3:28])=[CH:25][N:26]=2)[NH:12][C:13]([CH2:20][N:30]2[CH2:35][CH2:34][O:33][CH2:32][CH:31]2[C:36]([OH:38])=[O:37])=[C:14]1[C:15]([O:17][CH2:18][CH3:19])=[O:16], predict the reactants needed to synthesize it. The reactants are: [Br:1][C:2]1[CH:7]=[C:6]([F:8])[CH:5]=[CH:4][C:3]=1[CH:9]1[C:14]([C:15]([O:17][CH2:18][CH3:19])=[O:16])=[C:13]([CH2:20]Br)[NH:12][C:11]([C:22]2[S:23][C:24]([O:27][CH3:28])=[CH:25][N:26]=2)=[N:10]1.Cl.[NH:30]1[CH2:35][CH2:34][O:33][CH2:32][CH:31]1[C:36]([OH:38])=[O:37]. (3) Given the product [Cl:1][C:2]1[CH:3]=[CH:4][C:5]2[N:6]([C:8]([C:11]([NH:25][C:24]3[CH:26]=[CH:27][CH:28]=[C:22]([C:19]4[N:18]=[C:17]([CH:14]([CH3:16])[CH3:15])[O:21][N:20]=4)[CH:23]=3)=[O:13])=[CH:9][N:10]=2)[N:7]=1, predict the reactants needed to synthesize it. The reactants are: [Cl:1][C:2]1[CH:3]=[CH:4][C:5]2[N:6]([C:8]([C:11]([OH:13])=O)=[CH:9][N:10]=2)[N:7]=1.[CH:14]([C:17]1[O:21][N:20]=[C:19]([C:22]2[CH:23]=[C:24]([CH:26]=[CH:27][CH:28]=2)[NH2:25])[N:18]=1)([CH3:16])[CH3:15].C(N(CC)C(C)C)(C)C.CN(C(ON1N=NC2C=CC=NC1=2)=[N+](C)C)C.F[P-](F)(F)(F)(F)F.C([O-])(O)=O.[Na+]. (4) The reactants are: [F:1][C:2]1[C:8]([F:9])=[CH:7][CH:6]=[CH:5][C:3]=1[NH2:4].[Br:10]Br. Given the product [Br:10][C:7]1[CH:6]=[CH:5][C:3]([NH2:4])=[C:2]([F:1])[C:8]=1[F:9], predict the reactants needed to synthesize it. (5) Given the product [O:5]=[CH:6][CH2:8][C@H:9]([C@H:11]([CH2:13][OH:14])[OH:12])[OH:10], predict the reactants needed to synthesize it. The reactants are: C([O:5][C:6]([CH2:8][C@H:9]([C@H:11]([CH2:13][OH:14])[OH:12])[OH:10])=O)(C)(C)C. (6) Given the product [Cl:1][C:2]1[CH:7]=[C:6]([Cl:8])[CH:5]=[CH:4][C:3]=1[C:9]1[O:10][C:11]2[C:12](=[C:14]([C:18]([NH2:22])=[O:20])[CH:15]=[CH:16][CH:17]=2)[N:13]=1, predict the reactants needed to synthesize it. The reactants are: [Cl:1][C:2]1[CH:7]=[C:6]([Cl:8])[CH:5]=[CH:4][C:3]=1[C:9]1[O:10][C:11]2[C:12](=[C:14]([C:18]([OH:20])=O)[CH:15]=[CH:16][CH:17]=2)[N:13]=1.O[N:22]1C2C=CC=CC=2N=N1.Cl.CN(C)CCCN=C=NCC.N.